Dataset: Reaction yield outcomes from USPTO patents with 853,638 reactions. Task: Predict the reaction yield, written as a fraction of the theoretical maximum amount of product (1.0 means a 100% yield; for example, 0.34 means a 34% yield). (1) The reactants are [CH:1]1([CH:7]([NH:19][C:20]2[N:25]=[CH:24][C:23]([C:26]([NH:28][CH2:29][CH2:30][C:31]([O:33]CC)=[O:32])=[O:27])=[CH:22][CH:21]=2)[C:8]2[O:9][C:10]3[CH:17]=[CH:16][C:15]([F:18])=[CH:14][C:11]=3[C:12]=2[CH3:13])[CH2:6][CH2:5][CH2:4][CH2:3][CH2:2]1.O1CCCC1.[OH-].[Na+]. The catalyst is C(O)C. The product is [CH:1]1([CH:7]([NH:19][C:20]2[N:25]=[CH:24][C:23]([C:26]([NH:28][CH2:29][CH2:30][C:31]([OH:33])=[O:32])=[O:27])=[CH:22][CH:21]=2)[C:8]2[O:9][C:10]3[CH:17]=[CH:16][C:15]([F:18])=[CH:14][C:11]=3[C:12]=2[CH3:13])[CH2:6][CH2:5][CH2:4][CH2:3][CH2:2]1. The yield is 0.830. (2) The reactants are [Br:1][C:2]1[CH:10]=[CH:9][C:5]([C:6]([OH:8])=O)=[CH:4][C:3]=1[F:11].[NH:12]1[CH2:17][CH2:16][O:15][CH2:14][CH2:13]1.C(N1CCOCC1)C.C1C=CC2N(O)N=NC=2C=1.C(Cl)CCl. The catalyst is CN(C=O)C. The product is [Br:1][C:2]1[CH:10]=[CH:9][C:5]([C:6]([N:12]2[CH2:17][CH2:16][O:15][CH2:14][CH2:13]2)=[O:8])=[CH:4][C:3]=1[F:11]. The yield is 0.980. (3) The reactants are [CH:1]1[C:10]2[C:5](=[CH:6][CH:7]=[CH:8][CH:9]=2)[CH:4]=[CH:3][C:2]=1[C:11]1[CH:16]=[CH:15][CH:14]=[CH:13][C:12]=1[CH3:17].[Br:18]N1C(=O)CCC1=O. The catalyst is ClC(Cl)(Cl)Cl.N(C(C)(C)C#N)=NC(C)(C)C#N. The product is [CH:1]1[C:10]2[C:5](=[CH:6][CH:7]=[CH:8][CH:9]=2)[CH:4]=[CH:3][C:2]=1[C:11]1[CH:16]=[CH:15][CH:14]=[CH:13][C:12]=1[CH2:17][Br:18]. The yield is 0.790. (4) The reactants are [Cl:1][C:2]1[C:11]([N+:12]([O-:14])=[O:13])=[C:10](Cl)[C:9]2[C:4](=[CH:5][CH:6]=[CH:7][CH:8]=2)[N:3]=1.[NH2:16][CH2:17][CH2:18][O:19][CH2:20][CH2:21][O:22][CH2:23][CH2:24][O:25][CH2:26][CH2:27][P:28](=[O:35])([O:32][CH2:33][CH3:34])[O:29][CH2:30][CH3:31]. The catalyst is C(N(CC)CC)C. The product is [Cl:1][C:2]1[C:11]([N+:12]([O-:14])=[O:13])=[C:10]([NH:16][CH2:17][CH2:18][O:19][CH2:20][CH2:21][O:22][CH2:23][CH2:24][O:25][CH2:26][CH2:27][P:28](=[O:35])([O:29][CH2:30][CH3:31])[O:32][CH2:33][CH3:34])[C:9]2[C:4](=[CH:5][CH:6]=[CH:7][CH:8]=2)[N:3]=1. The yield is 0.630.